Dataset: Peptide-MHC class I binding affinity with 185,985 pairs from IEDB/IMGT. Task: Regression. Given a peptide amino acid sequence and an MHC pseudo amino acid sequence, predict their binding affinity value. This is MHC class I binding data. The peptide sequence is KVRIFINDRM. The MHC is HLA-A02:01 with pseudo-sequence HLA-A02:01. The binding affinity (normalized) is 0.0212.